From a dataset of Full USPTO retrosynthesis dataset with 1.9M reactions from patents (1976-2016). Predict the reactants needed to synthesize the given product. (1) Given the product [Cl:1][C:2]1[CH:7]=[CH:6][C:5]([C:8](=[O:22])[C:9]#[C:10][C:11]2([OH:21])[CH2:20][CH2:19][C:14]3([O:15][CH2:16][CH2:17][O:18]3)[CH2:13][CH2:12]2)=[CH:4][CH:3]=1, predict the reactants needed to synthesize it. The reactants are: [Cl:1][C:2]1[CH:7]=[CH:6][C:5]([CH:8]([OH:22])[C:9]#[C:10][C:11]2([OH:21])[CH2:20][CH2:19][C:14]3([O:18][CH2:17][CH2:16][O:15]3)[CH2:13][CH2:12]2)=[CH:4][CH:3]=1. (2) The reactants are: Cl.[F:2][C@@H:3]1[CH2:7][CH2:6][NH:5][CH2:4]1.Br[C:9]1[CH:14]=[CH:13][C:12]([S:15]([N:18]2[CH2:27][CH2:26][C:25]3[C@:20]([CH2:38][O:39][CH2:40][CH:41]4[CH2:43][CH2:42]4)([CH2:21][C:22]4[CH:30]=[N:29][N:28]([C:31]5[CH:36]=[CH:35][C:34]([F:37])=[CH:33][CH:32]=5)[C:23]=4[CH:24]=3)[CH2:19]2)(=[O:17])=[O:16])=[CH:11][CH:10]=1. Given the product [CH:41]1([CH2:40][O:39][CH2:38][C@@:20]23[CH2:19][N:18]([S:15]([C:12]4[CH:13]=[CH:14][C:9]([N:5]5[CH2:6][CH2:7][C@@H:3]([F:2])[CH2:4]5)=[CH:10][CH:11]=4)(=[O:16])=[O:17])[CH2:27][CH2:26][C:25]2=[CH:24][C:23]2[N:28]([C:31]4[CH:36]=[CH:35][C:34]([F:37])=[CH:33][CH:32]=4)[N:29]=[CH:30][C:22]=2[CH2:21]3)[CH2:43][CH2:42]1, predict the reactants needed to synthesize it.